This data is from Reaction yield outcomes from USPTO patents with 853,638 reactions. The task is: Predict the reaction yield, written as a fraction of the theoretical maximum amount of product (1.0 means a 100% yield; for example, 0.34 means a 34% yield). (1) The product is [CH:28]([O:19][C:18](=[O:20])[CH2:17][CH2:16][CH2:15][CH2:14][CH2:13][CH2:12][N:6]1[C:7](=[O:11])[CH2:8][CH2:9][CH2:10][C@@H:5]1/[CH:4]=[CH:3]/[CH:2]([OH:1])[CH2:21][C:22]1[CH:23]=[CH:24][CH:25]=[CH:26][CH:27]=1)([CH3:30])[CH3:29]. The reactants are [OH:1][CH:2]([CH2:21][C:22]1[CH:27]=[CH:26][CH:25]=[CH:24][CH:23]=1)/[CH:3]=[CH:4]/[C@H:5]1[CH2:10][CH2:9][CH2:8][C:7](=[O:11])[N:6]1[CH2:12][CH2:13][CH2:14][CH2:15][CH2:16][CH2:17][C:18]([OH:20])=[O:19].[CH:28](N=NNC1C=CC(C)=CC=1)([CH3:30])[CH3:29]. The yield is 0.470. The catalyst is CC(C)=O. (2) The reactants are [CH3:1][O:2][C:3]([C:5]1([C:8]2[CH:13]=[CH:12][C:11]([O:14][CH3:15])=[CH:10][CH:9]=2)[CH2:7][CH2:6]1)=[O:4].[N+:16]([O-])([OH:18])=[O:17].Cl. The catalyst is CC(OC(C)=O)=O.CC(O)=O. The product is [CH3:1][O:2][C:3]([C:5]1([C:8]2[CH:9]=[CH:10][C:11]([O:14][CH3:15])=[C:12]([N+:16]([O-:18])=[O:17])[CH:13]=2)[CH2:6][CH2:7]1)=[O:4]. The yield is 0.980. (3) The reactants are [C:1]([CH2:3][C:4](O)=[O:5])#[N:2].[CH:7]1([CH2:13][NH:14][C:15]([NH:17][CH2:18][CH:19]2[CH2:24][CH2:23][CH2:22][CH2:21][CH2:20]2)=[O:16])[CH2:12][CH2:11][CH2:10][CH2:9][CH2:8]1. The catalyst is C(OC(=O)C)(=O)C. The product is [NH2:2][C:1]1[N:14]([CH2:13][CH:7]2[CH2:8][CH2:9][CH2:10][CH2:11][CH2:12]2)[C:15](=[O:16])[N:17]([CH2:18][CH:19]2[CH2:24][CH2:23][CH2:22][CH2:21][CH2:20]2)[C:4](=[O:5])[CH:3]=1. The yield is 0.940. (4) The product is [Cl:1][C:2]1[CH:7]=[CH:6][C:5]([C:8]2[O:9][C:10]3[CH:16]=[CH:15][C:14]([NH:17][C:18](=[S:32])[CH:19]([CH3:21])[CH3:20])=[CH:13][C:11]=3[N:12]=2)=[CH:4][CH:3]=1. The yield is 0.260. The catalyst is C1(C)C=CC=CC=1.O. The reactants are [Cl:1][C:2]1[CH:7]=[CH:6][C:5]([C:8]2[O:9][C:10]3[CH:16]=[CH:15][C:14]([NH:17][C:18](=O)[CH:19]([CH3:21])[CH3:20])=[CH:13][C:11]=3[N:12]=2)=[CH:4][CH:3]=1.COC1C=CC(P2(SP(C3C=CC(OC)=CC=3)(=S)S2)=[S:32])=CC=1. (5) The reactants are [H-].[Na+].[CH2:3]([O:6][CH2:7][CH:8]([OH:11])[CH2:9][OH:10])[CH:4]=[CH2:5].Br[CH2:13][CH2:14][CH2:15][CH2:16][CH2:17][CH2:18][CH2:19][CH2:20][CH2:21][CH2:22][CH2:23][CH2:24][CH2:25][CH3:26]. The catalyst is C1C=CC=CC=1.[O-][Mo]([O-])(=O)=O. The product is [CH2:3]([O:6][CH2:7][CH:8]([O:11][CH2:13][CH2:14][CH2:15][CH2:16][CH2:17][CH2:18][CH2:19][CH2:20][CH2:21][CH2:22][CH2:23][CH2:24][CH2:25][CH3:26])[CH2:9][O:10][CH2:15][CH:14]=[CH2:13])[CH2:4][CH2:5][CH2:26][CH2:25][CH2:24][CH2:23][CH2:22][CH2:21][CH2:20][CH2:19][CH2:18][CH2:17][CH3:16]. The yield is 0.573. (6) The reactants are [F:1][C:2]1[CH:7]=[CH:6][C:5]([C:8]2[N:15]3[C:11]([S:12][CH2:13][CH2:14]3)=[C:10]([CH2:16]O)[C:9]=2[C:18]2[CH:23]=[CH:22][N:21]=[CH:20][CH:19]=2)=[CH:4][CH:3]=1.C(#N)C.[I-].[Na+].C[Si](Cl)(C)C. The catalyst is C1COCC1.[Zn].O.C(O)(=O)C.CN(C=O)C. The product is [F:1][C:2]1[CH:3]=[CH:4][C:5]([C:8]2[N:15]3[C:11]([S:12][CH2:13][CH2:14]3)=[C:10]([CH3:16])[C:9]=2[C:18]2[CH:19]=[CH:20][N:21]=[CH:22][CH:23]=2)=[CH:6][CH:7]=1. The yield is 0.230. (7) The reactants are [Cl:1][C:2]1[CH:7]=[CH:6][CH:5]=[CH:4][C:3]=1[C@H:8]1[C@H:13]([N+:14]([O-:16])=[O:15])[CH2:12][CH:11]=[CH:10][CH2:9]1.CS([Cl:21])(=O)=O.[CH2:22]([N:24]([CH2:27][CH3:28])[CH2:25][CH3:26])C.N1CC[CH:32]([OH:35])CC1. The catalyst is C(Cl)Cl. The product is [Cl:1][C:2]1[CH:7]=[C:6]([Cl:21])[CH:5]=[CH:4][C:3]=1[C@H:8]1[C@H:13]([N+:14]([O-:16])=[O:15])[CH2:12][C:11]([CH2:22][N:24]2[CH2:27][CH2:28][CH:32]([OH:35])[CH2:26][CH2:25]2)=[CH:10][CH2:9]1. The yield is 0.690. (8) The reactants are [C:1](P(C(C)(C)C)C(C)(C)C)(C)(C)C.C(NC(C)C)(C)C.[NH2:21][C:22]1[N:26]([CH3:27])[C:25](=[O:28])[C:24]([C:39]2[CH:44]=[CH:43][CH:42]=[C:41](Br)[CH:40]=2)([C:29]2[CH:34]=[CH:33][C:32]([O:35][CH:36]([F:38])[F:37])=[CH:31][CH:30]=2)[N:23]=1.[OH:46][CH2:47][C:48]#[CH:49]. The catalyst is O1CCOCC1.[Cu](I)I.O. The product is [NH2:21][C:22]1[N:26]([CH3:27])[C:25](=[O:28])[C:24]([C:29]2[CH:34]=[CH:33][C:32]([O:35][CH:36]([F:38])[F:37])=[CH:31][CH:30]=2)([C:39]2[CH:44]=[CH:43][CH:42]=[C:41]([C:1]#[C:49][CH2:48][CH2:47][OH:46])[CH:40]=2)[N:23]=1. The yield is 0.480.